Dataset: Forward reaction prediction with 1.9M reactions from USPTO patents (1976-2016). Task: Predict the product of the given reaction. Given the reactants [CH2:1]([O:3][C:4](=[O:15])[NH:5][C:6]1[CH:11]=[CH:10][C:9]([F:12])=[C:8]([F:13])[C:7]=1I)[CH3:2].[Si:16]([C:20]#[CH:21])([CH3:19])([CH3:18])[CH3:17].[Cl-], predict the reaction product. The product is: [CH2:1]([O:3][C:4](=[O:15])[NH:5][C:6]1[CH:11]=[CH:10][C:9]([F:12])=[C:8]([F:13])[C:7]=1[C:21]#[C:20][Si:16]([CH3:19])([CH3:18])[CH3:17])[CH3:2].